Dataset: Full USPTO retrosynthesis dataset with 1.9M reactions from patents (1976-2016). Task: Predict the reactants needed to synthesize the given product. (1) Given the product [CH:1]1([O:7][C:8](=[O:32])[NH:9][CH:10]2[CH2:19][C:18]3[C:13](=[CH:14][CH:15]=[C:16]([C:20]4[N:21]=[N:22][N:23]([CH3:33])[N:24]=4)[CH:17]=3)[N:12]([CH2:25][C:26]3[CH:27]=[CH:28][CH:29]=[CH:30][CH:31]=3)[CH2:11]2)[CH2:6][CH2:5][CH2:4][CH2:3][CH2:2]1, predict the reactants needed to synthesize it. The reactants are: [CH:1]1([O:7][C:8](=[O:32])[NH:9][CH:10]2[CH2:19][C:18]3[C:13](=[CH:14][CH:15]=[C:16]([C:20]4[N:21]=[N:22][NH:23][N:24]=4)[CH:17]=3)[N:12]([CH2:25][C:26]3[CH:31]=[CH:30][CH:29]=[CH:28][CH:27]=3)[CH2:11]2)[CH2:6][CH2:5][CH2:4][CH2:3][CH2:2]1.[CH3:33]N(C=O)C.C([O-])([O-])=O.[Cs+].[Cs+].IC. (2) Given the product [CH2:1]([O:3][C:4](=[O:32])[CH2:5][O:6][C:7]1[CH:12]=[CH:11][C:10]([S:13][C:14]2[CH:15]=[C:16]([C:33]#[C:34][CH2:35][CH2:36][CH3:37])[CH:17]=[C:18]([O:20][CH2:21][CH2:22][CH2:23][N:24]3[CH2:29][CH2:28][O:27][CH2:26][CH2:25]3)[CH:19]=2)=[CH:9][C:8]=1[Cl:31])[CH3:2], predict the reactants needed to synthesize it. The reactants are: [CH2:1]([O:3][C:4](=[O:32])[CH2:5][O:6][C:7]1[CH:12]=[CH:11][C:10]([S:13][C:14]2[CH:19]=[C:18]([O:20][CH2:21][CH2:22][CH2:23][N:24]3[CH2:29][CH2:28][O:27][CH2:26][CH2:25]3)[CH:17]=[C:16](Br)[CH:15]=2)=[CH:9][C:8]=1[Cl:31])[CH3:2].[CH:33]#[C:34][CH2:35][CH2:36][CH3:37]. (3) Given the product [N:1]1([NH:10][C:11]([NH:13][CH2:17][C:16]2[CH:30]=[N:29][CH:28]=[CH:27][CH:26]=2)=[O:12])[C:9]2[C:4](=[CH:5][CH:6]=[CH:7][CH:8]=2)[CH:3]=[CH:2]1, predict the reactants needed to synthesize it. The reactants are: [N:1]1([NH:10][C:11]([N:13]2[CH:17]=[CH:16]N=C2)=[O:12])[C:9]2[C:4](=[CH:5][CH:6]=[CH:7][CH:8]=2)[CH:3]=[CH:2]1.C(N(CC)CC)C.N[CH2:26][C:27]1[CH:28]=[N:29][CH:30]=CC=1. (4) Given the product [CH:1]1([NH:4][C:5](=[O:31])[C:6]2[CH:11]=[CH:10][C:9]([C:12]3[N:16]4[CH:17]=[C:18]([C:25]5[CH:30]=[CH:29][CH:28]=[CH:27][CH:26]=5)[N:19]=[C:20]([S:21][CH2:24][CH3:32])[C:15]4=[N:14][CH:13]=3)=[CH:8][CH:7]=2)[CH2:3][CH2:2]1, predict the reactants needed to synthesize it. The reactants are: [CH:1]1([NH:4][C:5](=[O:31])[C:6]2[CH:11]=[CH:10][C:9]([C:12]3[N:16]4[CH:17]=[C:18]([C:25]5[CH:30]=[CH:29][CH:28]=[CH:27][CH:26]=5)[N:19]=[C:20]([S:21]([CH3:24])(=O)=O)[C:15]4=[N:14][CH:13]=3)=[CH:8][CH:7]=2)[CH2:3][CH2:2]1.[CH2:32]([S-])C.[Na+].O. (5) Given the product [C:1]([C:5]1[N:10]=[C:9]([O:11][CH2:12][CH3:13])[C:8]([C:14]2[N:15]([C:35]([N:38]3[CH2:39][CH2:40][CH:41]([N:44]4[CH2:50][CH2:49][C:48](=[O:51])[NH:47][CH2:46][CH2:45]4)[CH2:42][CH2:43]3)=[O:36])[C@@:16]([C:28]3[CH:33]=[CH:32][C:31]([Cl:34])=[CH:30][CH:29]=3)([CH3:27])[C@@:17]([C:20]3[CH:25]=[CH:24][C:23]([Cl:26])=[CH:22][CH:21]=3)([CH3:19])[N:18]=2)=[CH:7][N:6]=1)([CH3:2])([CH3:3])[CH3:4], predict the reactants needed to synthesize it. The reactants are: [C:1]([C:5]1[N:10]=[C:9]([O:11][CH2:12][CH3:13])[C:8]([C:14]2[N:15]([C:35](Cl)=[O:36])[C@@:16]([C:28]3[CH:33]=[CH:32][C:31]([Cl:34])=[CH:30][CH:29]=3)([CH3:27])[C@@:17]([C:20]3[CH:25]=[CH:24][C:23]([Cl:26])=[CH:22][CH:21]=3)([CH3:19])[N:18]=2)=[CH:7][N:6]=1)([CH3:4])([CH3:3])[CH3:2].[NH:38]1[CH2:43][CH2:42][CH:41]([N:44]2[CH2:50][CH2:49][C:48](=[O:51])[NH:47][CH2:46][CH2:45]2)[CH2:40][CH2:39]1. (6) Given the product [O:1]1[C:5]2[CH:6]=[CH:7][CH:8]=[CH:9][C:4]=2[C:3]([C:10]2[CH:11]=[N:12][N:13]3[C:29](=[O:30])[CH:28]=[C:27]([C:23]4[CH:22]=[C:21]5[C:26](=[CH:25][CH:24]=4)[N:18]([CH2:16][CH3:17])[N:19]=[CH:20]5)[NH:15][C:14]=23)=[N:2]1, predict the reactants needed to synthesize it. The reactants are: [O:1]1[C:5]2[CH:6]=[CH:7][CH:8]=[CH:9][C:4]=2[C:3]([C:10]2[CH:11]=[N:12][NH:13][C:14]=2[NH2:15])=[N:2]1.[CH2:16]([N:18]1[C:26]2[C:21](=[CH:22][C:23]([C:27](=O)[CH2:28][C:29](OCC)=[O:30])=[CH:24][CH:25]=2)[CH:20]=[N:19]1)[CH3:17].CC1C=CC(S(O)(=O)=O)=CC=1. (7) Given the product [F:9][C:8]([F:11])([F:10])[C:3]1([OH:5])[CH2:4][O:1][CH2:2]1, predict the reactants needed to synthesize it. The reactants are: [O:1]1[CH2:4][C:3](=[O:5])[CH2:2]1.C[Si](C)(C)[C:8]([F:11])([F:10])[F:9].[F-].C([N+](CCCC)(CCCC)CCCC)CCC.